Dataset: Full USPTO retrosynthesis dataset with 1.9M reactions from patents (1976-2016). Task: Predict the reactants needed to synthesize the given product. (1) Given the product [C:76]([O:70][CH:22](/[CH:23]=[CH:24]/[C@@H:25]([C@@H:34]1[O:39][C@H:38]2[CH2:40][CH2:41][C@H:42]([CH2:44][CH2:45][O:46][Si:47]([CH2:52][CH3:53])([CH2:48][CH3:49])[CH2:50][CH3:51])[O:43][C@@H:37]2[C@H:36]([O:54][Si:55]([C:58]([CH3:60])([CH3:61])[CH3:59])([CH3:56])[CH3:57])[C@@H:35]1[O:62][Si:63]([C:66]([CH3:69])([CH3:68])[CH3:67])([CH3:65])[CH3:64])[O:26][Si:27]([C:30]([CH3:31])([CH3:32])[CH3:33])([CH3:28])[CH3:29])[CH2:21][CH2:20][C@@H:18]1[O:19][C@@H:14]2[C@@:15]([CH2:71][I:72])([O:16][C@@H:11]([CH2:10][C@@H:9]([CH3:73])[C:7]([O:6][S:3]([C:2]([F:1])([F:74])[F:75])(=[O:4])=[O:5])=[CH2:8])[CH2:12][CH2:13]2)[CH2:17]1)(=[O:83])[C:77]1[CH:82]=[CH:81][CH:80]=[CH:79][CH:78]=1, predict the reactants needed to synthesize it. The reactants are: [F:1][C:2]([F:75])([F:74])[S:3]([O:6][C:7]([C@H:9]([CH3:73])[CH2:10][C@@H:11]1[O:16][C@@:15]2([CH2:71][I:72])[CH2:17][C@H:18]([CH2:20][CH2:21][CH:22]([OH:70])/[CH:23]=[CH:24]/[C@@H:25]([C@@H:34]3[O:39][C@H:38]4[CH2:40][CH2:41][C@H:42]([CH2:44][CH2:45][O:46][Si:47]([CH2:52][CH3:53])([CH2:50][CH3:51])[CH2:48][CH3:49])[O:43][C@@H:37]4[C@H:36]([O:54][Si:55]([C:58]([CH3:61])([CH3:60])[CH3:59])([CH3:57])[CH3:56])[C@@H:35]3[O:62][Si:63]([C:66]([CH3:69])([CH3:68])[CH3:67])([CH3:65])[CH3:64])[O:26][Si:27]([C:30]([CH3:33])([CH3:32])[CH3:31])([CH3:29])[CH3:28])[O:19][C@H:14]2[CH2:13][CH2:12]1)=[CH2:8])(=[O:5])=[O:4].[C:76](Cl)(=[O:83])[C:77]1[CH:82]=[CH:81][CH:80]=[CH:79][CH:78]=1.C(N(CC)CC)C. (2) Given the product [CH:15]1([CH2:21][NH:22][C:2]2[CH:7]=[CH:6][C:5]([S:8]([NH2:11])(=[O:10])=[O:9])=[CH:4][C:3]=2[N+:12]([O-:14])=[O:13])[CH2:20][CH2:19][CH2:18][CH2:17][CH2:16]1, predict the reactants needed to synthesize it. The reactants are: F[C:2]1[CH:7]=[CH:6][C:5]([S:8]([NH2:11])(=[O:10])=[O:9])=[CH:4][C:3]=1[N+:12]([O-:14])=[O:13].[CH:15]1([CH2:21][NH2:22])[CH2:20][CH2:19][CH2:18][CH2:17][CH2:16]1.C(N(C(C)C)CC)(C)C.O. (3) Given the product [F:20][C:17]1[CH:18]=[CH:19][C:14]([N:7]2[C:8]3[CH:13]=[CH:12][CH:11]=[CH:10][C:9]=3[N:5]([CH2:4][CH2:3][CH2:2][NH:25][CH3:24])[S:6]2(=[O:23])=[O:22])=[C:15]([CH3:21])[CH:16]=1, predict the reactants needed to synthesize it. The reactants are: Br[CH2:2][CH2:3][CH2:4][N:5]1[C:9]2[CH:10]=[CH:11][CH:12]=[CH:13][C:8]=2[N:7]([C:14]2[CH:19]=[CH:18][C:17]([F:20])=[CH:16][C:15]=2[CH3:21])[S:6]1(=[O:23])=[O:22].[CH3:24][NH2:25].